Dataset: Merck oncology drug combination screen with 23,052 pairs across 39 cell lines. Task: Regression. Given two drug SMILES strings and cell line genomic features, predict the synergy score measuring deviation from expected non-interaction effect. (1) Drug 1: NC(=O)c1cccc2cn(-c3ccc(C4CCCNC4)cc3)nc12. Drug 2: NC1CCCCC1N.O=C(O)C(=O)O.[Pt+2]. Cell line: A2058. Synergy scores: synergy=17.5. (2) Drug 1: CC1CC2C3CCC4=CC(=O)C=CC4(C)C3(F)C(O)CC2(C)C1(O)C(=O)CO. Drug 2: CNC(=O)c1cc(Oc2ccc(NC(=O)Nc3ccc(Cl)c(C(F)(F)F)c3)cc2)ccn1. Cell line: NCIH1650. Synergy scores: synergy=4.10.